From a dataset of Reaction yield outcomes from USPTO patents with 853,638 reactions. Predict the reaction yield, written as a fraction of the theoretical maximum amount of product (1.0 means a 100% yield; for example, 0.34 means a 34% yield). (1) The reactants are [NH2:1][C:2]1[C:7]([OH:8])=[CH:6][CH:5]=[C:4]([CH3:9])[N:3]=1.C(=O)(O)[O-].[Na+].O.Cl[CH2:17][C:18](Cl)=[O:19]. The catalyst is CC(=O)CC. The product is [CH3:9][C:4]1[CH:5]=[CH:6][C:7]2[O:8][CH2:17][C:18](=[O:19])[NH:1][C:2]=2[N:3]=1. The yield is 0.790. (2) The reactants are CC1(C)C(C)(C)OB([C:9]2[CH:14]=[CH:13][N:12]=[CH:11][CH:10]=2)O1.[CH:16]([N:20]1[CH:24]=[C:23](I)[C:22]([C:26]2[S:27][CH:28]=[C:29]([Cl:31])[CH:30]=2)=[N:21]1)([CH2:18][CH3:19])[CH3:17].C(=O)([O-])[O-].[Na+].[Na+]. The catalyst is O1CCOCC1. The product is [CH:16]([N:20]1[CH:24]=[C:23]([C:9]2[CH:10]=[CH:11][N:12]=[CH:13][CH:14]=2)[C:22]([C:26]2[S:27][CH:28]=[C:29]([Cl:31])[CH:30]=2)=[N:21]1)([CH2:18][CH3:19])[CH3:17]. The yield is 0.270. (3) The catalyst is C1C=CC=CC=1.[Br-].C([N+](CCCC)(CCCC)CCCC)CCC. The reactants are C[O:2][C:3](=[O:28])[CH:4]([NH:16][C:17]([CH3:27])=[CH:18][C:19](=[O:26])[C:20]1[CH:25]=[CH:24][CH:23]=[CH:22][CH:21]=1)[CH2:5][C:6]1[CH:11]=[CH:10][C:9]([O:12][CH2:13][CH2:14]Br)=[CH:8][CH:7]=1.[CH:29]1[C:41]2[NH:40][C:39]3[C:34](=[CH:35][CH:36]=[CH:37][CH:38]=3)[C:33]=2[CH:32]=[CH:31][CH:30]=1.[OH-].[Na+]. The product is [CH3:27][C:17]([NH:16][CH:4]([CH2:5][C:6]1[CH:11]=[CH:10][C:9]([O:12][CH2:13][CH2:14][C:38]2[C:39]3[NH:40][C:41]4[C:33](=[CH:32][CH:31]=[CH:30][CH:29]=4)[C:34]=3[CH:35]=[CH:36][CH:37]=2)=[CH:8][CH:7]=1)[C:3]([OH:2])=[O:28])=[CH:18][C:19](=[O:26])[C:20]1[CH:25]=[CH:24][CH:23]=[CH:22][CH:21]=1. The yield is 0.200.